This data is from Full USPTO retrosynthesis dataset with 1.9M reactions from patents (1976-2016). The task is: Predict the reactants needed to synthesize the given product. (1) Given the product [F:1][C:2]1[CH:7]=[CH:6][C:5]([S:8]([N:11]([CH3:30])[CH:12]2[CH2:29][N:16]3[C:17]4[C:22]([C:23]([CH2:24][C:25]([OH:27])=[O:26])=[C:15]3[CH2:14][CH2:13]2)=[CH:21][CH:20]=[CH:19][CH:18]=4)(=[O:9])=[O:10])=[CH:4][CH:3]=1, predict the reactants needed to synthesize it. The reactants are: [F:1][C:2]1[CH:7]=[CH:6][C:5]([S:8]([N:11]([CH3:30])[CH:12]2[CH2:29][N:16]3[C:17]4[C:22]([C:23]([CH2:24][C:25]([O:27]C)=[O:26])=[C:15]3[CH2:14][CH2:13]2)=[CH:21][CH:20]=[CH:19][CH:18]=4)(=[O:10])=[O:9])=[CH:4][CH:3]=1.CO.[Li+].[OH-].CC(O)=O. (2) Given the product [C:14]([NH:1][C@H:2]([C:10]([OH:12])=[O:11])[CH2:3][C:4]1[CH:9]=[CH:8][CH:7]=[CH:6][CH:5]=1)([O:16][CH2:17][C:18]1[CH:23]=[CH:22][CH:21]=[CH:20][CH:19]=1)=[O:15], predict the reactants needed to synthesize it. The reactants are: [NH2:1][C@H:2]([C:10]([OH:12])=[O:11])[CH2:3][C:4]1[CH:9]=[CH:8][CH:7]=[CH:6][CH:5]=1.Cl[C:14]([O:16][CH2:17][C:18]1[CH:23]=[CH:22][CH:21]=[CH:20][CH:19]=1)=[O:15]. (3) Given the product [C:6]([C:10]1[CH:15]=[CH:14][C:13]([NH:16][C:17]2[C:26]3[C:21](=[CH:22][CH:23]=[CH:24][CH:25]=3)[C:20]([C:27]3[CH:32]=[CH:31][N:30]=[C:29]([CH:34]4[CH2:2][CH2:3][O:4][CH2:5][CH2:1]4)[N:28]=3)=[CH:19][N:18]=2)=[CH:12][CH:11]=1)([CH3:9])([CH3:8])[CH3:7], predict the reactants needed to synthesize it. The reactants are: [CH2:1]1[CH2:5][O:4][CH2:3][CH2:2]1.[C:6]([C:10]1[CH:15]=[CH:14][C:13]([NH:16][C:17]2[C:26]3[C:21](=[CH:22][CH:23]=[CH:24][CH:25]=3)[C:20]([C:27]3[CH:32]=[CH:31][N:30]=[C:29](Cl)[N:28]=3)=[CH:19][N:18]=2)=[CH:12][CH:11]=1)([CH3:9])([CH3:8])[CH3:7].[CH2:34](Cl)Cl. (4) Given the product [Cl:1][C:2]1[CH:19]=[CH:18][CH:17]=[CH:16][C:3]=1[CH:4]=[CH:5][C:6]1[CH:15]=[CH:14][C:9]([C:10]([OH:12])=[O:11])=[CH:8][CH:7]=1, predict the reactants needed to synthesize it. The reactants are: [Cl:1][C:2]1[CH:19]=[CH:18][CH:17]=[CH:16][C:3]=1[CH:4]=[CH:5][C:6]1[CH:15]=[CH:14][C:9]([C:10]([O:12]C)=[O:11])=[CH:8][CH:7]=1.[OH-].[Na+]. (5) Given the product [CH:20]1([CH2:26][NH:27][C:28](=[O:29])[O:17][C:13]2[CH:12]=[C:11]3[C:16](=[CH:15][CH:14]=2)[N:8]([CH2:7][C:3]2[CH:2]=[N:1][CH:6]=[CH:5][CH:4]=2)[CH2:9][C:10]3([CH3:19])[CH3:18])[CH2:25][CH2:24][CH2:23][CH2:22][CH2:21]1, predict the reactants needed to synthesize it. The reactants are: [N:1]1[CH:6]=[CH:5][CH:4]=[C:3]([CH2:7][N:8]2[C:16]3[C:11](=[CH:12][C:13]([OH:17])=[CH:14][CH:15]=3)[C:10]([CH3:19])([CH3:18])[CH2:9]2)[CH:2]=1.[CH:20]1([CH2:26][N:27]=[C:28]=[O:29])[CH2:25][CH2:24][CH2:23][CH2:22][CH2:21]1. (6) Given the product [Cl:32][C:27]1[CH:26]=[C:25](/[CH:24]=[CH:23]/[C:22]([N:17]2[CH2:18][CH2:19][C:20](=[O:21])[N:14]([CH:4]([CH2:3][OH:2])[CH2:5][C:6](=[O:13])[N:7]3[CH2:8][CH2:9][CH2:10][CH2:11][CH2:12]3)[CH2:15][CH2:16]2)=[O:33])[CH:30]=[CH:29][C:28]=1[Cl:31], predict the reactants needed to synthesize it. The reactants are: C[O:2][C:3](=O)[CH:4]([N:14]1[C:20](=[O:21])[CH2:19][CH2:18][N:17]([C:22](=[O:33])/[CH:23]=[CH:24]/[C:25]2[CH:30]=[CH:29][C:28]([Cl:31])=[C:27]([Cl:32])[CH:26]=2)[CH2:16][CH2:15]1)[CH2:5][C:6](=[O:13])[N:7]1[CH2:12][CH2:11][CH2:10][CH2:9][CH2:8]1.[Li+].[BH4-].OS([O-])(=O)=O.[K+]. (7) Given the product [CH2:1]([O:8][C:9]1[C:10]([O:24][CH3:25])=[CH:11][C:12]([C:18]2[N:22]=[C:21]([CH3:23])[O:20][N:19]=2)=[C:13]([CH:17]=1)[C:14]([Cl:28])=[O:15])[C:2]1[CH:7]=[CH:6][CH:5]=[CH:4][CH:3]=1, predict the reactants needed to synthesize it. The reactants are: [CH2:1]([O:8][C:9]1[C:10]([O:24][CH3:25])=[CH:11][C:12]([C:18]2[N:22]=[C:21]([CH3:23])[O:20][N:19]=2)=[C:13]([CH:17]=1)[C:14](O)=[O:15])[C:2]1[CH:7]=[CH:6][CH:5]=[CH:4][CH:3]=1.S(Cl)([Cl:28])=O.